This data is from NCI-60 drug combinations with 297,098 pairs across 59 cell lines. The task is: Regression. Given two drug SMILES strings and cell line genomic features, predict the synergy score measuring deviation from expected non-interaction effect. (1) Drug 1: CNC(=O)C1=CC=CC=C1SC2=CC3=C(C=C2)C(=NN3)C=CC4=CC=CC=N4. Drug 2: CC1=C(C=C(C=C1)NC2=NC=CC(=N2)N(C)C3=CC4=NN(C(=C4C=C3)C)C)S(=O)(=O)N.Cl. Cell line: HCT116. Synergy scores: CSS=10.2, Synergy_ZIP=-0.657, Synergy_Bliss=2.12, Synergy_Loewe=-0.730, Synergy_HSA=0.940. (2) Drug 1: C1CCN(CC1)CCOC2=CC=C(C=C2)C(=O)C3=C(SC4=C3C=CC(=C4)O)C5=CC=C(C=C5)O. Drug 2: CC(C)CN1C=NC2=C1C3=CC=CC=C3N=C2N. Cell line: MALME-3M. Synergy scores: CSS=-1.12, Synergy_ZIP=2.53, Synergy_Bliss=4.12, Synergy_Loewe=-3.46, Synergy_HSA=-1.65. (3) Drug 1: CC1=C(C=C(C=C1)NC(=O)C2=CC=C(C=C2)CN3CCN(CC3)C)NC4=NC=CC(=N4)C5=CN=CC=C5. Drug 2: C1=NC(=NC(=O)N1C2C(C(C(O2)CO)O)O)N. Cell line: UACC62. Synergy scores: CSS=22.0, Synergy_ZIP=-2.77, Synergy_Bliss=-1.51, Synergy_Loewe=-27.0, Synergy_HSA=-8.18. (4) Cell line: DU-145. Drug 1: C1=NC2=C(N1)C(=S)N=C(N2)N. Drug 2: C1=CN(C=N1)CC(O)(P(=O)(O)O)P(=O)(O)O. Synergy scores: CSS=36.1, Synergy_ZIP=1.24, Synergy_Bliss=1.23, Synergy_Loewe=-10.6, Synergy_HSA=1.84. (5) Drug 1: CN1C(=O)N2C=NC(=C2N=N1)C(=O)N. Drug 2: CC1CCCC2(C(O2)CC(NC(=O)CC(C(C(=O)C(C1O)C)(C)C)O)C(=CC3=CSC(=N3)C)C)C. Cell line: IGROV1. Synergy scores: CSS=18.1, Synergy_ZIP=-1.34, Synergy_Bliss=-5.88, Synergy_Loewe=-28.1, Synergy_HSA=-9.78. (6) Drug 1: CS(=O)(=O)OCCCCOS(=O)(=O)C. Drug 2: B(C(CC(C)C)NC(=O)C(CC1=CC=CC=C1)NC(=O)C2=NC=CN=C2)(O)O. Cell line: OVCAR-4. Synergy scores: CSS=58.9, Synergy_ZIP=-0.129, Synergy_Bliss=1.83, Synergy_Loewe=-41.6, Synergy_HSA=0.914. (7) Drug 1: CC12CCC3C(C1CCC2=O)CC(=C)C4=CC(=O)C=CC34C. Drug 2: CC1=CC=C(C=C1)C2=CC(=NN2C3=CC=C(C=C3)S(=O)(=O)N)C(F)(F)F. Cell line: PC-3. Synergy scores: CSS=43.3, Synergy_ZIP=-1.59, Synergy_Bliss=-2.70, Synergy_Loewe=-1.27, Synergy_HSA=-0.231. (8) Drug 1: CN(CCCl)CCCl.Cl. Drug 2: C1=NNC2=C1C(=O)NC=N2. Cell line: HOP-92. Synergy scores: CSS=17.4, Synergy_ZIP=-0.764, Synergy_Bliss=2.85, Synergy_Loewe=-11.8, Synergy_HSA=0.112.